Dataset: Full USPTO retrosynthesis dataset with 1.9M reactions from patents (1976-2016). Task: Predict the reactants needed to synthesize the given product. (1) Given the product [Cl:23][C:18]1[CH:17]=[C:16]([C:14]2[N:15]=[C:11]([C:9]3[CH:10]=[C:5]([C:3]([OH:4])=[O:2])[C:6]([C:24]4[CH:29]=[CH:28][C:27]([C:30](=[O:31])[NH:38][CH2:37][CH2:36][CH2:35][N:34]([CH3:39])[CH3:33])=[CH:26][CH:25]=4)=[CH:7][CH:8]=3)[S:12][CH:13]=2)[CH:21]=[CH:20][C:19]=1[Cl:22], predict the reactants needed to synthesize it. The reactants are: C[O:2][C:3]([C:5]1[C:6]([C:24]2[CH:29]=[CH:28][C:27]([C:30](O)=[O:31])=[CH:26][CH:25]=2)=[CH:7][CH:8]=[C:9]([C:11]2[S:12][CH:13]=[C:14]([C:16]3[CH:21]=[CH:20][C:19]([Cl:22])=[C:18]([Cl:23])[CH:17]=3)[N:15]=2)[CH:10]=1)=[O:4].[CH3:33][N:34]([CH3:39])[CH2:35][CH2:36][CH2:37][NH2:38].C1COCC1.O.[OH-].[Li+]. (2) Given the product [NH:28]1[CH2:29][CH2:30][CH:26]([C:23]2[CH:22]=[CH:21][C:20]([NH:19][C:11]3[N:10]=[C:9]([CH2:8][CH2:7][C:6]4[CH:38]=[CH:39][CH:40]=[CH:41][C:5]=4[CH2:4][C:3]([NH2:56])=[O:2])[C:14]([C:15]([F:17])([F:18])[F:16])=[CH:13][N:12]=3)=[CH:25][CH:24]=2)[CH2:27]1, predict the reactants needed to synthesize it. The reactants are: C[O:2][C:3](=O)[CH2:4][C:5]1[CH:41]=[CH:40][CH:39]=[CH:38][C:6]=1[CH2:7][CH2:8][C:9]1[C:14]([C:15]([F:18])([F:17])[F:16])=[CH:13][N:12]=[C:11]([NH:19][C:20]2[CH:25]=[CH:24][C:23]([CH:26]3[CH2:30][CH2:29][N:28](C(OC(C)(C)C)=O)[CH2:27]3)=[CH:22][CH:21]=2)[N:10]=1.COC(=O)CC1C=CC=CC=1C#CC1C(C(F)(F)F)=CN=C(NC2C=CC(C3CCN(C(OC(C)(C)C)=O)C3)=CC=2)[N:56]=1. (3) Given the product [Cl:41][CH2:13][C@@H:12]([OH:15])[C@@H:11]([N:9]1[C:10]2[C:6](=[CH:5][CH:4]=[CH:3][C:2]=2[F:1])[CH2:7][CH2:8]1)[C:16]1[CH:21]=[CH:20][CH:19]=[CH:18][CH:17]=1, predict the reactants needed to synthesize it. The reactants are: [F:1][C:2]1[CH:3]=[CH:4][CH:5]=[C:6]2[C:10]=1[N:9]([C@@H:11]([C:16]1[CH:21]=[CH:20][CH:19]=[CH:18][CH:17]=1)[C@H:12]([OH:15])[CH2:13]O)[CH2:8][CH2:7]2.C1(P(C2C=CC=CC=2)C2C=CC=CC=2)C=CC=CC=1.[Cl:41]N1C(=O)CCC1=O. (4) Given the product [C:18]([C:15]1[CH:16]=[CH:17][C:12]2[NH:11][C:10](=[O:27])[N:9]([CH:8]([C:28]3[CH:33]=[CH:32][CH:31]=[CH:30][CH:29]=3)[C:6]([O:5][C:1]([CH3:4])([CH3:3])[CH3:2])=[O:7])[C:13]=2[CH:14]=1)#[N:19], predict the reactants needed to synthesize it. The reactants are: [C:1]([O:5][C:6]([CH:8]([C:28]1[CH:33]=[CH:32][CH:31]=[CH:30][CH:29]=1)[N:9]1[C:13]2[CH:14]=[C:15]([C:18]#[N:19])[CH:16]=[CH:17][C:12]=2[N:11](C(OC(C)(C)C)=O)[C:10]1=[O:27])=[O:7])([CH3:4])([CH3:3])[CH3:2].